This data is from Reaction yield outcomes from USPTO patents with 853,638 reactions. The task is: Predict the reaction yield, written as a fraction of the theoretical maximum amount of product (1.0 means a 100% yield; for example, 0.34 means a 34% yield). (1) The reactants are Cl.[Br:2][C:3]1[CH:8]=[CH:7][N:6]=[CH:5][CH:4]=1.[Li+].CC([N-]C(C)C)C.I[C:18]1[CH:23]=[CH:22][CH:21]=[CH:20][CH:19]=1. The catalyst is C1COCC1.[Cl-].[NH4+].[Cl-].[Cl-].[Zn+2].C1C=CC([P]([Pd]([P](C2C=CC=CC=2)(C2C=CC=CC=2)C2C=CC=CC=2)([P](C2C=CC=CC=2)(C2C=CC=CC=2)C2C=CC=CC=2)[P](C2C=CC=CC=2)(C2C=CC=CC=2)C2C=CC=CC=2)(C2C=CC=CC=2)C2C=CC=CC=2)=CC=1. The product is [Br:2][C:3]1[CH:8]=[CH:7][N:6]=[CH:5][C:4]=1[C:18]1[CH:23]=[CH:22][CH:21]=[CH:20][CH:19]=1. The yield is 0.620. (2) The yield is 0.660. The product is [CH3:20][C:10]1[CH:15]=[CH:14][C:13]([S:16]([O:9][CH2:8][CH2:7][CH2:6][S:3]([CH2:1][CH3:2])(=[O:5])=[O:4])(=[O:18])=[O:17])=[CH:12][CH:11]=1. The catalyst is C(Cl)Cl. The reactants are [CH2:1]([S:3]([CH2:6][CH2:7][CH2:8][OH:9])(=[O:5])=[O:4])[CH3:2].[C:10]1([CH3:20])[CH:15]=[CH:14][C:13]([S:16](Cl)(=[O:18])=[O:17])=[CH:12][CH:11]=1. (3) The reactants are [C:1]([C:5]1[CH:10]=[C:9]([Br:11])[C:8]([N+:12]([O-])=O)=[CH:7][C:6]=1[OH:15])([CH3:4])([CH3:3])[CH3:2]. The catalyst is CO.[Ni]. The product is [C:1]([C:5]1[CH:10]=[C:9]([Br:11])[C:8]([NH2:12])=[CH:7][C:6]=1[OH:15])([CH3:4])([CH3:2])[CH3:3]. The yield is 0.700. (4) The product is [CH:16]1([CH2:19][NH:15][CH2:14][CH2:13][CH2:12][NH:11][C:2]2[CH:3]=[CH:4][C:5]3[C:10](=[CH:9][CH:8]=[CH:7][CH:6]=3)[N:1]=2)[CH2:18][CH2:17]1. The reactants are [N:1]1[C:10]2[C:5](=[CH:6][CH:7]=[CH:8][CH:9]=2)[CH:4]=[CH:3][C:2]=1[NH:11][CH2:12][CH2:13][CH2:14][NH2:15].[CH:16]1([CH:19]=O)[CH2:18][CH2:17]1. The yield is 0.170. No catalyst specified. (5) The reactants are Br[C:2]1[CH:3]=[C:4]([NH:13][CH:14]2[CH2:19][CH2:18][O:17][CH2:16][CH2:15]2)[C:5]([CH3:12])=[C:6]([CH:11]=1)[C:7]([O:9][CH3:10])=[O:8].CC1(C)C(C)(C)OB([C:28]2[CH:40]=[CH:39][C:31]([CH2:32][N:33]3[CH2:38][CH2:37][O:36][CH2:35][CH2:34]3)=[CH:30][CH:29]=2)O1.C([O-])([O-])=O.[Na+].[Na+]. The catalyst is O1CCOCC1.O.C1C=CC([P]([Pd]([P](C2C=CC=CC=2)(C2C=CC=CC=2)C2C=CC=CC=2)([P](C2C=CC=CC=2)(C2C=CC=CC=2)C2C=CC=CC=2)[P](C2C=CC=CC=2)(C2C=CC=CC=2)C2C=CC=CC=2)(C2C=CC=CC=2)C2C=CC=CC=2)=CC=1. The product is [CH3:12][C:5]1[C:4]([NH:13][CH:14]2[CH2:19][CH2:18][O:17][CH2:16][CH2:15]2)=[CH:3][C:2]([C:28]2[CH:29]=[CH:30][C:31]([CH2:32][N:33]3[CH2:38][CH2:37][O:36][CH2:35][CH2:34]3)=[CH:39][CH:40]=2)=[CH:11][C:6]=1[C:7]([O:9][CH3:10])=[O:8]. The yield is 0.770.